This data is from Full USPTO retrosynthesis dataset with 1.9M reactions from patents (1976-2016). The task is: Predict the reactants needed to synthesize the given product. (1) Given the product [O:1]=[C:2]1[C:7]2[C:8]([C:11]3[CH:12]=[C:13]([C:16]([NH2:18])=[O:17])[S:14][CH:15]=3)=[N:9][N:10]([CH:22]([CH2:25][CH3:26])[CH2:23][CH3:24])[C:6]=2[CH:5]=[CH:4][NH:3]1, predict the reactants needed to synthesize it. The reactants are: [O:1]=[C:2]1[C:7]2[C:8]([C:11]3[CH:12]=[C:13]([C:16]([NH2:18])=[O:17])[S:14][CH:15]=3)=[N:9][NH:10][C:6]=2[CH:5]=[CH:4][NH:3]1.[H-].[Na+].Br[CH:22]([CH2:25][CH3:26])[CH2:23][CH3:24]. (2) Given the product [F:20][C:2]1[CH:7]=[CH:6][N:5]=[C:4]([N:8]2[C:15]3[C@@H:14]4[CH2:16][C@@H:13]4[CH2:12][C:11]=3[C:10]([C:17]([OH:19])=[O:18])=[N:9]2)[CH:3]=1, predict the reactants needed to synthesize it. The reactants are: I[C:2]1[CH:7]=[CH:6][N:5]=[C:4]([N:8]2[C:15]3[C@@H:14]4[CH2:16][C@@H:13]4[CH2:12][C:11]=3[C:10]([C:17]([OH:19])=[O:18])=[N:9]2)[CH:3]=1.[F-:20].[Cs+]. (3) Given the product [Cl:1][C:2]1[CH:3]=[C:4]([C:8]2[CH:9]=[C:10]([CH2:16][C:17]3[N:18]=[CH:19][C:20]([NH2:23])=[N:21][CH:22]=3)[CH:11]=[N:12][C:13]=2[O:14][CH3:15])[CH:5]=[CH:6][CH:7]=1, predict the reactants needed to synthesize it. The reactants are: [Cl:1][C:2]1[CH:3]=[C:4]([C:8]2[CH:9]=[C:10]([CH2:16][C:17]3[N:18]=[CH:19][C:20]([NH:23]C(=O)OC(C)(C)C)=[N:21][CH:22]=3)[CH:11]=[N:12][C:13]=2[O:14][CH3:15])[CH:5]=[CH:6][CH:7]=1. (4) Given the product [CH3:28][O:29][C:30]1[CH:35]=[C:34]([O:36][CH3:37])[CH:33]=[CH:32][C:31]=1[NH:38][C:39](=[O:40])[N:16]([CH2:15][CH2:14][O:13][C:10]1[CH:9]=[CH:8][C:7]([CH2:6][CH:5]([O:24][CH2:25][CH3:26])[C:4]([OH:3])=[O:27])=[CH:12][CH:11]=1)[CH2:17][CH2:18][CH2:19][CH2:20][CH2:21][CH2:22][CH3:23], predict the reactants needed to synthesize it. The reactants are: C([O:3][C:4](=[O:27])[CH:5]([O:24][CH2:25][CH3:26])[CH2:6][C:7]1[CH:12]=[CH:11][C:10]([O:13][CH2:14][CH2:15][NH:16][CH2:17][CH2:18][CH2:19][CH2:20][CH2:21][CH2:22][CH3:23])=[CH:9][CH:8]=1)C.[CH3:28][O:29][C:30]1[CH:35]=[C:34]([O:36][CH3:37])[CH:33]=[CH:32][C:31]=1[N:38]=[C:39]=[O:40]. (5) Given the product [Br:20][C:21]1[CH:22]=[C:23]([OH:38])[C:24]([NH:27][S:28]([C:31]2[CH:35]=[C:34]([Cl:36])[S:33][C:32]=2[Cl:37])(=[O:29])=[O:30])=[N:25][CH:26]=1, predict the reactants needed to synthesize it. The reactants are: BrC1C=C(S(NC2C(O)=CC(Cl)=CN=2)(=O)=O)C=NC=1.[Br:20][C:21]1[CH:22]=[C:23]([O:38]C)[C:24]([NH:27][S:28]([C:31]2[CH:35]=[C:34]([Cl:36])[S:33][C:32]=2[Cl:37])(=[O:30])=[O:29])=[N:25][CH:26]=1.BrC1C=C(S(NC2C(OC)=CC(Cl)=CN=2)(=O)=O)C=NC=1. (6) Given the product [F:1][C:2]1[CH:11]=[C:10]([F:12])[CH:9]=[C:8]2[C:3]=1[C:4]([NH:27][C:28]1[CH:29]=[N:30][CH:31]=[C:32]([N:34]3[CH2:39][CH2:38][O:37][CH2:36][CH2:35]3)[CH:33]=1)=[C:5]([CH3:26])[C:6]([N:13]1[CH2:14][CH2:15][NH:16][CH2:17][CH2:18]1)=[N:7]2, predict the reactants needed to synthesize it. The reactants are: [F:1][C:2]1[CH:11]=[C:10]([F:12])[CH:9]=[C:8]2[C:3]=1[C:4]([NH:27][C:28]1[CH:29]=[N:30][CH:31]=[C:32]([N:34]3[CH2:39][CH2:38][O:37][CH2:36][CH2:35]3)[CH:33]=1)=[C:5]([CH3:26])[C:6]([N:13]1[CH2:18][CH2:17][N:16](C(OC(C)(C)C)=O)[CH2:15][CH2:14]1)=[N:7]2.FC(F)(F)C(O)=O.C(=O)(O)[O-].[Na+]. (7) Given the product [CH:1]1([CH2:6][CH:7]([N:11]2[C:19]3[C:14](=[CH:15][CH:16]=[CH:17][CH:18]=3)[CH2:13][C:12]2=[O:20])[C:8]([NH:48][C:49]2[CH:53]=[CH:52][N:51]([CH2:54][C:55]([OH:57])([CH3:56])[CH3:58])[N:50]=2)=[O:10])[CH2:2][CH2:3][CH2:4][CH2:5]1, predict the reactants needed to synthesize it. The reactants are: [CH:1]1([CH2:6][CH:7]([N:11]2[C:19]3[C:14](=[CH:15][CH:16]=[CH:17][CH:18]=3)[CH2:13][C:12]2=[O:20])[C:8]([OH:10])=O)[CH2:5][CH2:4][CH2:3][CH2:2]1.F[P-](F)(F)(F)(F)F.N1(O[P+](N(C)C)(N(C)C)N(C)C)C2C=CC=CC=2N=N1.[NH2:48][C:49]1[CH:53]=[CH:52][N:51]([CH2:54][C:55]([CH3:58])([OH:57])[CH3:56])[N:50]=1.C(N(CC)C(C)C)(C)C. (8) The reactants are: [NH2:1][CH2:2][CH:3]([CH3:17])[CH2:4][C:5]([NH:7][C:8]1[CH:13]=[CH:12][C:11]([C:14]#[N:15])=[C:10]([Cl:16])[CH:9]=1)=[O:6].[CH2:18]([N:20]1[C:32]2[CH:31]=[CH:30][C:29]([C:33](O)=[O:34])=[CH:28][C:27]=2[C:26]2[C:21]1=[CH:22][CH:23]=[CH:24][CH:25]=2)[CH3:19].CN(C(ON1N=NC2C=CC=NC1=2)=[N+](C)C)C.F[P-](F)(F)(F)(F)F. Given the product [Cl:16][C:10]1[CH:9]=[C:8]([NH:7][C:5](=[O:6])[CH2:4][CH:3]([CH3:17])[CH2:2][NH:1][C:33]([C:29]2[CH:30]=[CH:31][C:32]3[N:20]([CH2:18][CH3:19])[C:21]4[C:26]([C:27]=3[CH:28]=2)=[CH:25][CH:24]=[CH:23][CH:22]=4)=[O:34])[CH:13]=[CH:12][C:11]=1[C:14]#[N:15], predict the reactants needed to synthesize it. (9) Given the product [Cl:1][C:2]1[N:7]=[C:6]([C:8]2[S:12][C:11]([CH:13]([CH3:15])[CH3:14])=[N:10][C:9]=2[C:16]2[CH:17]=[C:18]([NH:19][S:30]([C:28]3[CH:29]=[C:24]([F:23])[CH:25]=[CH:26][C:27]=3[O:34][CH3:35])(=[O:31])=[O:32])[CH:20]=[CH:21][CH:22]=2)[CH:5]=[CH:4][N:3]=1, predict the reactants needed to synthesize it. The reactants are: [Cl:1][C:2]1[N:7]=[C:6]([C:8]2[S:12][C:11]([CH:13]([CH3:15])[CH3:14])=[N:10][C:9]=2[C:16]2[CH:17]=[C:18]([CH:20]=[CH:21][CH:22]=2)[NH2:19])[CH:5]=[CH:4][N:3]=1.[F:23][C:24]1[CH:25]=[CH:26][C:27]([O:34][CH3:35])=[C:28]([S:30](Cl)(=[O:32])=[O:31])[CH:29]=1. (10) The reactants are: [CH3:1][O:2][C:3](=[O:33])[CH2:4][C@H:5]1[C:9]2[CH:10]=[CH:11][C:12]([O:14][C@H:15]3[C:23]4[C:18](=[C:19]([O:25][C:26]5[CH:31]=[CH:30][C:29](Br)=[CH:28][CH:27]=5)[CH:20]=[CH:21][C:22]=4[F:24])[CH2:17][CH2:16]3)=[CH:13][C:8]=2[O:7][CH2:6]1.C12B([CH2:43][CH2:44][CH2:45][C:46]([CH3:49])([OH:48])[CH3:47])C(CCC1)CCC2. Given the product [CH3:1][O:2][C:3](=[O:33])[CH2:4][C@H:5]1[C:9]2[CH:10]=[CH:11][C:12]([O:14][C@H:15]3[C:23]4[C:18](=[C:19]([O:25][C:26]5[CH:31]=[CH:30][C:29]([CH2:43][CH2:44][CH2:45][C:46]([OH:48])([CH3:49])[CH3:47])=[CH:28][CH:27]=5)[CH:20]=[CH:21][C:22]=4[F:24])[CH2:17][CH2:16]3)=[CH:13][C:8]=2[O:7][CH2:6]1, predict the reactants needed to synthesize it.